This data is from Experimentally validated miRNA-target interactions with 360,000+ pairs, plus equal number of negative samples. The task is: Binary Classification. Given a miRNA mature sequence and a target amino acid sequence, predict their likelihood of interaction. (1) The miRNA is hsa-miR-329-5p with sequence GAGGUUUUCUGGGUUUCUGUUUC. The protein sequence of the target gene is MASLQEANGSTAWPPPTASNISEPHQCLLLLYEDIGSSRVRYWDLLLLIPNVLFFIFLLWKLPLARAKIRVTSSPIFITFYILVFVVALVGIARAVVSMTVSASDAATVADKILWEITRFFLLAIELSVIILGLAFGHLESKSSIKRVLAITTVLSLAYSVTQGTLEILYPDSHLSAEDFNIYGHGGRQFWLVSSCFFFLVYSLVVILPKTPLKERVSLPSRRSFYVYAGILATLNLLQGLGSALLCANIIVGLCCVDATTFLYFSFFAPLIYVAFLRGFFGSEPKILFSYKCQVDEAEE.... Result: 0 (no interaction). (2) The miRNA is hsa-miR-3667-3p with sequence ACCUUCCUCUCCAUGGGUCUUU. The protein sequence of the target gene is MLQDKGLSESEEAFRAPGPALGEASAANAPEPALAAPGLSGAALGSPPGPGADVVAAAAAEQTIENIKVGLHEKELWKKFHEAGTEMIITKAGRRMFPSYKVKVTGMNPKTKYILLIDIVPADDHRYKFCDNKWMVAGKAEPAMPGRLYVHPDSPATGAHWMRQLVSFQKLKLTNNHLDPFGHIILNSMHKYQPRLHIVKADENNAFGSKNTAFCTHVFPETSFISVTSYQNHKITQLKIENNPFAKGFRGSDDSDLRVARLQSKEYPVISKSIMRQRLISPQLSATPDVGPLLGTHQAL.... Result: 1 (interaction). (3) The miRNA is hsa-miR-124-3p with sequence UAAGGCACGCGGUGAAUGCCAA. The protein sequence of the target gene is MSASAVFILDVKGKPLISRNYKGDVAMSKIEHFMPLLVQREEEGALAPLLSHGQVHFLWIKHSNLYLVATTSKNANASLVYSFLYKTIEVFCEYFKELEEESIRDNFVIVYELLDELMDFGFPQTTDSKILQEYITQQSNKLETGKSRVPPTVTNAVSWRSEGIKYKKNEVFIDVIESVNLLVNANGSVLLSEIVGTIKLKVFLSGMPELRLGLNDRVLFELTGRSKNKSVELEDVKFHQCVRLSRFDNDRTISFIPPDGDFELMSYRLSTQVKPLIWIESVIEKFSHSRVEIMVKAKGQ.... Result: 1 (interaction). (4) The miRNA is cel-miR-256 with sequence UGGAAUGCAUAGAAGACUGUA. The protein sequence of the target gene is MKKENQSFNLDFILLGVTSQQEQNNVFFVIFLCIYPITLTGNLLIILAICADIRLHNPMYFLLANLSLVDIIFSSVTIPKVLANHLLGSKFISFGGCLMQMYFMIALAKADSYTLAAMAYDRAVAISCPLHYTTIMSPRSCILLIAGSWVIGNTSALPHTLLTASLSFCGNQEVANFYCDIMPLLKLSCSDVHFNVKMMYLGVGVFSLPLLCIIVSYVQVFSTVFQVPSTKSLFKAFCTCGSHLTVVFLYYGTTMGMYFRPLTSYSPKDAVITVMYVAVTPALNPFIYSLRNWDMKAALQ.... Result: 0 (no interaction). (5) The miRNA is hsa-miR-155-5p with sequence UUAAUGCUAAUCGUGAUAGGGGUU. The protein sequence of the target gene is MEDTKESNVKTFCSKNILAILGFSSIIAVIALLAVGLTQNKALPENVKYGIVLDAGSSHTSLYIYKWPAEKENDTGVVHQVEECRVKGPGISKFVQKVNEIGIYLTDCMERAREVIPRSQHQETPVYLGATAGMRLLRMESEELADRVLDVVERSLSNYPFDFQGARIITGQEEGAYGWITINYLLGKFSQKTRWFSIVPYETNNQETFGALDLGGASTQVTFVPQNQTIESPDNALQFRLYGKDYNVYTHSFLCYGKDQALWQKLAKDIQVASNEILRDPCFHPGYKKVVNVSDLYKTP.... Result: 1 (interaction). (6) The miRNA is hsa-miR-6821-5p with sequence GUGCGUGGUGGCUCGAGGCGGGG. The protein sequence of the target gene is MQGGEPVSTMKVSESEGKLEGQATAVTPNKNSSCGGGISSSSSSRGGSAKGWQYSDHMENVYGYLMKYTNLVTGWQYRFFVLNNEAGLLEYFVNEQSRNQKPRGTLQLAGAVISPSDEDSHTFTVNAASGEQYKLRATDAKERQHWVSRLQICTQHHTEAIGKNNPPLKSRSFSLASSSNSPISQRRPSQNAISFFNVGHSKLQSLSKRTNLPPDHLVEVREMMSHAEGQQRDLIRRIECLPTSGHLSSLDQDLLMLKATSMATMNCLNDCFHILQLQHASHQKGSLPSGTTIEWLEPKI.... Result: 0 (no interaction). (7) The miRNA is hsa-miR-670-5p with sequence GUCCCUGAGUGUAUGUGGUG. The protein sequence of the target gene is MFLSKPSVYICLFTCVLQLSHSWSVNNFLMTGPKAYLIYSSSVAAGAQSGIEECKYQFAWDRWNCPERALQLSSHGGLRSANRETAFVHAISSAGVMYTLTRNCSLGDFDNCGCDDSRNGQLGGQGWLWGGCSDNVGFGEAISKQFVDALETGQDARAAMNLHNNEAGRKAVKGTMKRTCKCHGVSGSCTTQTCWLQLPEFREVGAHLKEKYHAALKVDLLQGAGNSAAGRGAIADTFRSISTRELVHLEDSPDYCLENKTLGLLGTEGRECLRRGRALGRWERRSCRRLCGDCGLAVEE.... Result: 0 (no interaction).